Dataset: Catalyst prediction with 721,799 reactions and 888 catalyst types from USPTO. Task: Predict which catalyst facilitates the given reaction. (1) Reactant: Cl.[NH2:2][C@@H:3]([CH2:7][CH2:8][CH2:9][C:10]1[CH:15]=[CH:14][CH:13]=[C:12]([C:16]([O:18][CH3:19])=[O:17])[CH:11]=1)[C:4]([NH2:6])=[O:5].[CH3:20][C:21]1[CH:22]=[C:23]([CH:45]=[CH:46][CH:47]=1)[CH2:24][C@@H:25]([C:42](O)=[O:43])[NH:26][C:27](=[O:41])[CH:28]([C:35]1[CH:40]=[CH:39][CH:38]=[CH:37][CH:36]=1)[C:29]1[CH:34]=[CH:33][CH:32]=[CH:31][CH:30]=1.O.ON1C2C=CC=CC=2N=N1.CN1CCOCC1.Cl.CN(C)CCCN=C=NCC. Product: [CH3:19][O:18][C:16]([C:12]1[CH:11]=[C:10]([CH2:9][CH2:8][CH2:7][C@H:3]([NH:2][C:42](=[O:43])[C@H:25]([CH2:24][C:23]2[CH:45]=[CH:46][CH:47]=[C:21]([CH3:20])[CH:22]=2)[NH:26][C:27](=[O:41])[CH:28]([C:29]2[CH:34]=[CH:33][CH:32]=[CH:31][CH:30]=2)[C:35]2[CH:36]=[CH:37][CH:38]=[CH:39][CH:40]=2)[C:4]([NH2:6])=[O:5])[CH:15]=[CH:14][CH:13]=1)=[O:17]. The catalyst class is: 2. (2) Reactant: [CH:1]1([C:6]2[CH:7]=[C:8]3[C:13](=[CH:14][CH:15]=2)[C:12](=[O:16])[NH:11][C:10](=[O:17])[CH2:9]3)[CH2:5][CH2:4][CH2:3][CH2:2]1.[CH3:18][O:19][CH:20](OC)OC. Product: [CH:1]1([C:6]2[CH:7]=[C:8]3[C:13](=[CH:14][CH:15]=2)[C:12](=[O:16])[NH:11][C:10](=[O:17])[C:9]3=[CH:18][O:19][CH3:20])[CH2:2][CH2:3][CH2:4][CH2:5]1. The catalyst class is: 15. (3) The catalyst class is: 2. Reactant: N[C:2]1[CH:26]=[C:25]([Cl:27])[CH:24]=[CH:23][C:3]=1[O:4][CH2:5][C:6]([N:8]1[CH2:13][CH2:12][N:11]([CH2:14][C:15]2[CH:20]=[CH:19][C:18]([F:21])=[CH:17][CH:16]=2)[CH2:10][CH:9]1[CH3:22])=[O:7].CN1CCOCC1.[C:35]([O:39][C:40]([NH:42][CH2:43][CH2:44][C:45](O)=[O:46])=[O:41])([CH3:38])([CH3:37])[CH3:36].F[P-](F)(F)(F)(F)F.N1(OC(N(C)C)=[N+](C)C)C2C=CC=CC=2N=N1. Product: [C:35]([O:39][C:40](=[O:41])[NH:42][CH2:43][CH2:44][C:45]([C:2]1[CH:26]=[C:25]([Cl:27])[CH:24]=[CH:23][C:3]=1[O:4][CH2:5][C:6]([N:8]1[CH2:13][CH2:12][N:11]([CH2:14][C:15]2[CH:20]=[CH:19][C:18]([F:21])=[CH:17][CH:16]=2)[CH2:10][CH:9]1[CH3:22])=[O:7])=[O:46])([CH3:38])([CH3:36])[CH3:37]. (4) Reactant: [N+:1]([C:4]1[CH:9]=[CH:8][C:7]([C:10]([O:12][CH2:13][CH2:14][CH2:15][CH2:16][CH2:17][O:18]/[N:19]=[N+:20](/[N:22]2[CH2:29][CH2:28][CH2:27][C@H:23]2[C:24]([OH:26])=[O:25])\[O-:21])=[O:11])=[CH:6][CH:5]=1)([O-:3])=[O:2].[CH2:30]1N(P(Cl)(N2C(=O)OCC2)=O)C(=O)OC1.C(N(CC)CC)C.CO. Product: [N+:1]([C:4]1[CH:5]=[CH:6][C:7]([C:10]([O:12][CH2:13][CH2:14][CH2:15][CH2:16][CH2:17][O:18]/[N:19]=[N+:20](/[N:22]2[CH2:29][CH2:28][CH2:27][C@H:23]2[C:24]([O:26][CH3:30])=[O:25])\[O-:21])=[O:11])=[CH:8][CH:9]=1)([O-:3])=[O:2]. The catalyst class is: 2.